Dataset: TCR-epitope binding with 47,182 pairs between 192 epitopes and 23,139 TCRs. Task: Binary Classification. Given a T-cell receptor sequence (or CDR3 region) and an epitope sequence, predict whether binding occurs between them. (1) Result: 0 (the TCR does not bind to the epitope). The epitope is QYDPVAALF. The TCR CDR3 sequence is CASSNPGTAVGWDTEAFF. (2) The epitope is QYDPVAALF. Result: 0 (the TCR does not bind to the epitope). The TCR CDR3 sequence is CASSADSGTYEQYF.